Dataset: Forward reaction prediction with 1.9M reactions from USPTO patents (1976-2016). Task: Predict the product of the given reaction. Given the reactants [OH:1][C:2]1[CH:3]=[C:4]([C:11]2[CH:16]=[CH:15][C:14]([C:17]([F:20])([F:19])[F:18])=[CH:13][CH:12]=2)[CH:5]=[CH:6][C:7]=1[N+:8]([O-])=O, predict the reaction product. The product is: [NH2:8][C:7]1[CH:6]=[CH:5][C:4]([C:11]2[CH:12]=[CH:13][C:14]([C:17]([F:18])([F:19])[F:20])=[CH:15][CH:16]=2)=[CH:3][C:2]=1[OH:1].